This data is from Forward reaction prediction with 1.9M reactions from USPTO patents (1976-2016). The task is: Predict the product of the given reaction. (1) Given the reactants C([O:8][C:9]1[CH:10]=[C:11]([CH2:23][CH2:24][CH2:25][C:26]#[N:27])[CH:12]=[CH:13][C:14]=1[N:15]1[CH2:19][C:18](=[O:20])[NH:17][S:16]1(=[O:22])=[O:21])C1C=CC=CC=1, predict the reaction product. The product is: [OH:8][C:9]1[CH:10]=[C:11]([CH2:23][CH2:24][CH2:25][C:26]#[N:27])[CH:12]=[CH:13][C:14]=1[N:15]1[CH2:19][C:18](=[O:20])[NH:17][S:16]1(=[O:22])=[O:21]. (2) Given the reactants [C:1]([OH:6])(=[O:5])[CH:2]([CH3:4])O.C([O-])(=O)C(C)O.[S:13]([O-:17])([O-:16])(=[O:15])=[O:14].C(O)(=O)CC, predict the reaction product. The product is: [C:1]([O-:6])(=[O:5])[CH2:2][CH3:4].[S:13]([O-:17])([O-:16])(=[O:15])=[O:14]. (3) Given the reactants [C:1]([C:3]1[CH:8]=[CH:7][C:6]([NH:9][C:10](=[O:16])[O:11][C:12]([CH3:15])([CH3:14])[CH3:13])=[CH:5][CH:4]=1)#[CH:2].Br[C:18]1[CH:19]=[N:20][CH:21]=[C:22]([CH:35]=1)[C:23]([N:25]=[S:26]([CH3:34])(=[O:33])[C:27]1[CH:32]=[CH:31][CH:30]=[CH:29][CH:28]=1)=[O:24], predict the reaction product. The product is: [CH3:34][S@:26](=[N:25][C:23]([C:22]1[CH:35]=[C:18]([C:2]#[C:1][C:3]2[CH:4]=[CH:5][C:6]([NH:9][C:10](=[O:16])[O:11][C:12]([CH3:13])([CH3:15])[CH3:14])=[CH:7][CH:8]=2)[CH:19]=[N:20][CH:21]=1)=[O:24])(=[O:33])[C:27]1[CH:28]=[CH:29][CH:30]=[CH:31][CH:32]=1. (4) The product is: [CH3:14][Si:15]([C:18]#[C:19][C:2]1[CH:7]=[CH:6][C:5]([CH2:8][CH2:9][C:10]([O:12][CH3:13])=[O:11])=[CH:4][CH:3]=1)([CH3:17])[CH3:16]. Given the reactants I[C:2]1[CH:7]=[CH:6][C:5]([CH2:8][CH2:9][C:10]([O:12][CH3:13])=[O:11])=[CH:4][CH:3]=1.[CH3:14][Si:15]([C:18]#[CH:19])([CH3:17])[CH3:16], predict the reaction product. (5) Given the reactants [C:1](=[O:5])([O:3][CH3:4])[NH2:2].O=[C:7]([CH2:11][CH2:12][PH:13]([CH2:15][OH:16])=[O:14])[C:8]([OH:10])=[O:9].C(O)(=O)C, predict the reaction product. The product is: [CH3:4][O:3][C:1]([NH:2]/[C:7](=[CH:11]\[CH2:12][PH:13]([CH2:15][OH:16])=[O:14])/[C:8]([OH:10])=[O:9])=[O:5].